From a dataset of Full USPTO retrosynthesis dataset with 1.9M reactions from patents (1976-2016). Predict the reactants needed to synthesize the given product. (1) Given the product [F:1][C:2]1[CH:3]=[C:4]([NH:9][C:12](=[O:13])[O:14][C:15]([CH3:18])([CH3:17])[CH3:16])[CH:5]=[CH:6][C:7]=1[OH:8], predict the reactants needed to synthesize it. The reactants are: [F:1][C:2]1[CH:3]=[C:4]([N+:9]([O-])=O)[CH:5]=[CH:6][C:7]=1[OH:8].[C:12](O[C:12]([O:14][C:15]([CH3:18])([CH3:17])[CH3:16])=[O:13])([O:14][C:15]([CH3:18])([CH3:17])[CH3:16])=[O:13].[H][H]. (2) The reactants are: [O:1]=[S:2]1(=[O:19])[CH2:7][CH2:6][N:5]([C:8]([C:10]2[CH:15]=[CH:14][CH:13]=[C:12]([N+:16]([O-])=O)[CH:11]=2)=[O:9])[CH2:4][CH2:3]1.C([SiH](CC)CC)C. Given the product [NH2:16][C:12]1[CH:11]=[C:10]([C:8]([N:5]2[CH2:4][CH2:3][S:2](=[O:19])(=[O:1])[CH2:7][CH2:6]2)=[O:9])[CH:15]=[CH:14][CH:13]=1, predict the reactants needed to synthesize it.